Dataset: Full USPTO retrosynthesis dataset with 1.9M reactions from patents (1976-2016). Task: Predict the reactants needed to synthesize the given product. (1) Given the product [CH3:10][C:2]([NH:11][C:12](=[O:41])[CH2:13][N:14]1[C:18]([CH2:19][C:20]2[CH:25]=[CH:24][C:23]([F:26])=[CH:22][CH:21]=2)=[CH:17][C:16]([C:27]2[N:28]=[N:29][NH:30][CH:31]=2)=[N:15]1)([CH3:1])[CH2:3][N:4]1[CH2:5][CH2:6][O:7][CH2:8][CH2:9]1, predict the reactants needed to synthesize it. The reactants are: [CH3:1][C:2]([NH:11][C:12](=[O:41])[CH2:13][N:14]1[C:18]([CH2:19][C:20]2[CH:25]=[CH:24][C:23]([F:26])=[CH:22][CH:21]=2)=[CH:17][C:16]([C:27]2[N:28]=[N:29][N:30](CC3C=CC(OC)=CC=3)[CH:31]=2)=[N:15]1)([CH3:10])[CH2:3][N:4]1[CH2:9][CH2:8][O:7][CH2:6][CH2:5]1. (2) The reactants are: CO[C:3]1[C:30]([O:31][CH3:32])=[CH:29][C:6]2[C:7]([OH:28])=[CH:8][C:9]3[C:10]([CH3:27])([CH3:26])[C:11]4[CH:12]=[C:13]([C:18]5[CH:23]=[CH:22][CH:21]=[CH:20][C:19]=5[O:24][CH3:25])[CH:14]=[CH:15][C:16]=4[C:17]=3[C:5]=2[CH:4]=1.[NH:33]1[CH2:38][CH2:37][CH2:36][CH2:35][CH2:34]1.C([Li])CCC.Cl. Given the product [N:33]1([C:3]2[C:30]([O:31][CH3:32])=[CH:29][C:6]3[C:7]([OH:28])=[CH:8][C:9]4[C:10]([CH3:27])([CH3:26])[C:11]5[CH:12]=[C:13]([C:18]6[CH:23]=[CH:22][CH:21]=[CH:20][C:19]=6[O:24][CH3:25])[CH:14]=[CH:15][C:16]=5[C:17]=4[C:5]=3[CH:4]=2)[CH2:38][CH2:37][CH2:36][CH2:35][CH2:34]1, predict the reactants needed to synthesize it. (3) Given the product [NH2:9][C:7]1[C:6]([O:12][CH3:13])=[CH:5][C:4]([N:14]2[CH2:19][CH2:18][N:17]([C:20](=[O:22])[CH3:21])[CH2:16][CH2:15]2)=[C:3]([O:2][CH3:1])[CH:8]=1, predict the reactants needed to synthesize it. The reactants are: [CH3:1][O:2][C:3]1[CH:8]=[C:7]([N+:9]([O-])=O)[C:6]([O:12][CH3:13])=[CH:5][C:4]=1[N:14]1[CH2:19][CH2:18][N:17]([C:20](=[O:22])[CH3:21])[CH2:16][CH2:15]1. (4) Given the product [OH:8][N:9]1[C:15](=[O:16])[N:14]2[CH2:17][C@H:10]1[CH2:11][CH2:12][C@H:13]2[C:18]([NH:20][O:21][CH2:22][C:23]([O:25][C:26]([CH3:29])([CH3:28])[CH3:27])=[O:24])=[O:19], predict the reactants needed to synthesize it. The reactants are: C([O:8][N:9]1[C:15](=[O:16])[N:14]2[CH2:17][C@H:10]1[CH2:11][CH2:12][C@H:13]2[C:18]([NH:20][O:21][CH2:22][C:23]([O:25][C:26]([CH3:29])([CH3:28])[CH3:27])=[O:24])=[O:19])C1C=CC=CC=1.[H][H]. (5) Given the product [CH3:9][C:4]1[CH:5]=[C:6]([CH3:8])[N:7]=[C:2]([C:15]2[CH:16]=[C:11]([NH2:10])[CH:12]=[CH:13][CH:14]=2)[N:3]=1, predict the reactants needed to synthesize it. The reactants are: Cl[C:2]1[N:7]=[C:6]([CH3:8])[CH:5]=[C:4]([CH3:9])[N:3]=1.[NH2:10][C:11]1[CH:12]=[C:13](B(O)O)[CH:14]=[CH:15][CH:16]=1.C([O-])([O-])=O.[Na+].[Na+]. (6) Given the product [Br:10][C:11]1[CH:12]=[C:13]([NH:17][C:18](=[O:22])[O:19][CH2:20][CH3:21])[C:14]([N+:6]([O-:9])=[O:7])=[N:15][CH:16]=1, predict the reactants needed to synthesize it. The reactants are: OS(O)(=O)=O.[N+:6]([O-:9])(O)=[O:7].[Br:10][C:11]1[CH:12]=[C:13]([NH:17][C:18](=[O:22])[O:19][CH2:20][CH3:21])[CH:14]=[N:15][CH:16]=1. (7) Given the product [Br:11][C:9]1[CH:8]=[N:7][C:6]([NH:12][CH2:14][CH3:15])=[C:5]([CH:10]=1)[C:4]([O:3][CH2:1][CH3:2])=[O:13], predict the reactants needed to synthesize it. The reactants are: [CH2:1]([O:3][C:4](=[O:13])[C:5]1[CH:10]=[C:9]([Br:11])[CH:8]=[N:7][C:6]=1[NH2:12])[CH3:2].[CH:14](=O)[CH3:15].C(O)(=O)C.C(O[BH-](OC(=O)C)OC(=O)C)(=O)C.[Na+]. (8) Given the product [CH3:20][O:21][CH2:22][O:1][CH2:2][C:3]1[CH:4]=[C:5]([CH:8]=[CH:9][N:10]=1)[C:6]#[N:7], predict the reactants needed to synthesize it. The reactants are: [OH:1][CH2:2][C:3]1[CH:4]=[C:5]([CH:8]=[CH:9][N:10]=1)[C:6]#[N:7].C(N(C(C)C)C(C)C)C.[CH3:20][O:21][CH2:22]Cl.O. (9) The reactants are: [NH:1]1[CH:5]=[C:4]([C:6]([OH:9])([CH3:8])[CH3:7])[N:3]=[CH:2]1.[CH2:10]([NH:12][C:13]([NH:15][C:16]1[S:17][C:18]2[C:24]([C:25]3[CH:30]=[CH:29][CH:28]=[CH:27][N:26]=3)=[CH:23][C:22](C3C=NC(C(O)(C)C)=NC=3)=[CH:21][C:19]=2[N:20]=1)=[O:14])[CH3:11]. Given the product [CH2:10]([NH:12][C:13]([NH:15][C:16]1[S:17][C:18]2[C:24]([C:25]3[CH:30]=[CH:29][CH:28]=[CH:27][N:26]=3)=[CH:23][C:22]([N:1]3[CH:5]=[C:4]([C:6]([OH:9])([CH3:8])[CH3:7])[N:3]=[CH:2]3)=[CH:21][C:19]=2[N:20]=1)=[O:14])[CH3:11], predict the reactants needed to synthesize it. (10) Given the product [CH:24]([NH:1][C:2]1[CH:3]=[CH:4][C:5]([C:6]([O:8][CH3:9])=[O:7])=[CH:10][CH:11]=1)=[O:25], predict the reactants needed to synthesize it. The reactants are: [NH2:1][C:2]1[CH:11]=[CH:10][C:5]([C:6]([O:8][CH3:9])=[O:7])=[CH:4][CH:3]=1.Cl.C(N=C=NCCCN(C)C)C.[C:24](=O)([O-])[OH:25].[Na+].[OH-].[Na+].